Dataset: Catalyst prediction with 721,799 reactions and 888 catalyst types from USPTO. Task: Predict which catalyst facilitates the given reaction. (1) Reactant: [CH:1]1([CH2:7][N:8]2[C:12]3=[N:13][CH:14]=[CH:15][CH:16]=[C:11]3[C:10]([C:17]#[N:18])=[N:9]2)[CH2:6][CH2:5][CH2:4][CH2:3][CH2:2]1.C[Si]([N:23]=[N+:24]=[N-:25])(C)C.C([Sn](=O)CCCC)CCC.O. Product: [CH:1]1([CH2:7][N:8]2[C:12]3=[N:13][CH:14]=[CH:15][CH:16]=[C:11]3[C:10]([C:17]3[NH:25][N:24]=[N:23][N:18]=3)=[N:9]2)[CH2:2][CH2:3][CH2:4][CH2:5][CH2:6]1. The catalyst class is: 11. (2) Reactant: Br[C:2]1[N:6]=[C:5]([N:7]2[CH2:12][CH2:11][O:10][CH2:9][CH2:8]2)[N:4]([CH2:13][C:14]2[CH:19]=[CH:18][C:17]([O:20][CH3:21])=[CH:16][CH:15]=2)[N:3]=1.[Cl:22][C:23]1[CH:24]=[C:25]([CH:27]=[C:28]([Cl:31])[C:29]=1[F:30])[NH2:26].CC(C)([O-])C.[Na+].C(P(C(C)(C)C)C1C=CC=CC=1C1C(C(C)C)=CC(C(C)C)=CC=1C(C)C)(C)(C)C. Product: [Cl:22][C:23]1[CH:24]=[C:25]([NH:26][C:2]2[N:6]=[C:5]([N:7]3[CH2:12][CH2:11][O:10][CH2:9][CH2:8]3)[N:4]([CH2:13][C:14]3[CH:19]=[CH:18][C:17]([O:20][CH3:21])=[CH:16][CH:15]=3)[N:3]=2)[CH:27]=[C:28]([Cl:31])[C:29]=1[F:30]. The catalyst class is: 110. (3) Reactant: [CH:1]1([CH2:4][C@H:5]([NH:11][C:12]([C@@H:14]2[CH2:17][CH2:16][N:15]2[C:18]([O:20][C:21]([CH3:24])([CH3:23])[CH3:22])=[O:19])=[O:13])/[CH:6]=[CH:7]/[C:8](O)=[O:9])[CH2:3][CH2:2]1.CN(C(ON1N=NC2C=CC=NC1=2)=[N+](C)C)C.F[P-](F)(F)(F)(F)F.CCN(C(C)C)C(C)C.[NH:58]1[C:66]2[C:61](=[CH:62][CH:63]=[CH:64][CH:65]=2)[CH2:60][CH2:59]1. Product: [CH:1]1([CH2:4][C@H:5]([NH:11][C:12]([C@@H:14]2[CH2:17][CH2:16][N:15]2[C:18]([O:20][C:21]([CH3:24])([CH3:22])[CH3:23])=[O:19])=[O:13])/[CH:6]=[CH:7]/[C:8]([N:58]2[C:66]3[C:61](=[CH:62][CH:63]=[CH:64][CH:65]=3)[CH2:60][CH2:59]2)=[O:9])[CH2:2][CH2:3]1. The catalyst class is: 59. (4) Reactant: O[C:2]1([C:8]#[C:9][C:10]2[CH:29]=[CH:28][C:13]3[N:14]=[C:15]([C:20]4[CH:21]=[C:22]([CH:25]=[CH:26][CH:27]=4)[C:23]#[N:24])[CH2:16][C:17](=[O:19])[NH:18][C:12]=3[CH:11]=2)[CH2:7][CH2:6][CH2:5][CH2:4][CH2:3]1.C(O)(C(F)(F)F)=O. Product: [C:2]1([C:8]#[C:9][C:10]2[CH:29]=[CH:28][C:13]3[N:14]=[C:15]([C:20]4[CH:21]=[C:22]([CH:25]=[CH:26][CH:27]=4)[C:23]#[N:24])[CH2:16][C:17](=[O:19])[NH:18][C:12]=3[CH:11]=2)[CH2:7][CH2:6][CH2:5][CH2:4][CH:3]=1. The catalyst class is: 2. (5) Reactant: Br[C:2]1[CH:9]=[CH:8][C:5]([C:6]#[N:7])=[CH:4][CH:3]=1.[H-].[Na+].C1(C)C=CC(P(C2C=CC(C)=CC=2)[C:19]2(P(C3C=CC(C)=CC=3)C3C=CC(C)=CC=3)[CH2:28][CH:27]=[C:26]3[C:21](C=CC=C3)=[C:20]2[C:29]2[C:38]3C(=CC=CC=3)C=CC=2)=CC=1.C(OCC)(=[O:64])C. Product: [C:20]1([CH:29]([O:64][C:2]2[CH:9]=[CH:8][C:5]([C:6]#[N:7])=[CH:4][CH:3]=2)[CH3:38])[CH:21]=[CH:26][CH:27]=[CH:28][CH:19]=1. The catalyst class is: 491. (6) Reactant: [CH3:1][O:2][C:3](=[O:26])[CH2:4][C:5]1[C:9]2[C:10]([CH:24]=O)=[CH:11][C:12]([O:14][CH2:15][C:16]3[C:17]([CH3:23])=[N:18][C:19]([CH3:22])=[CH:20][CH:21]=3)=[CH:13][C:8]=2[S:7][CH:6]=1.C1COCC1.O.[NH2:33]OS(O)(=O)=O. Product: [CH3:1][O:2][C:3](=[O:26])[CH2:4][C:5]1[C:9]2[C:10]([C:24]#[N:33])=[CH:11][C:12]([O:14][CH2:15][C:16]3[C:17]([CH3:23])=[N:18][C:19]([CH3:22])=[CH:20][CH:21]=3)=[CH:13][C:8]=2[S:7][CH:6]=1. The catalyst class is: 25. (7) Reactant: F[C:2]1[CH:9]=[CH:8][C:7]([O:10][CH3:11])=[CH:6][C:3]=1[CH:4]=[O:5].[NH:12]1[CH:16]=[N:15][CH:14]=[N:13]1.C([O-])([O-])=O.[K+].[K+]. Product: [CH3:11][O:10][C:7]1[CH:8]=[CH:9][C:2]([N:12]2[CH:16]=[N:15][CH:14]=[N:13]2)=[C:3]([CH:6]=1)[CH:4]=[O:5]. The catalyst class is: 16.